From a dataset of Reaction yield outcomes from USPTO patents with 853,638 reactions. Predict the reaction yield, written as a fraction of the theoretical maximum amount of product (1.0 means a 100% yield; for example, 0.34 means a 34% yield). (1) The reactants are [C:1]([C:3]1[C:4]([NH2:9])=[N:5][CH:6]=[CH:7][CH:8]=1)#[CH:2].Cl.[N:11]1[CH:16]=[CH:15][CH:14]=[CH:13][C:12]=1[CH2:17][CH2:18][C:19]1[CH:24]=[CH:23][C:22]([CH2:25][C:26](Cl)=[N:27][OH:28])=[CH:21][CH:20]=1.C(N(CC)CC)C. The catalyst is O1CCCC1. The product is [N:11]1[CH:16]=[CH:15][CH:14]=[CH:13][C:12]=1[CH2:17][CH2:18][C:19]1[CH:24]=[CH:23][C:22]([CH2:25][C:26]2[CH:2]=[C:1]([C:3]3[C:4]([NH2:9])=[N:5][CH:6]=[CH:7][CH:8]=3)[O:28][N:27]=2)=[CH:21][CH:20]=1. The yield is 0.180. (2) The reactants are [F:1][C:2]1([F:20])[CH2:5][C:4]([CH2:7][O:8][C:9]2[CH:14]=[CH:13][C:12]([N+:15]([O-])=O)=[CH:11][C:10]=2[O:18][CH3:19])([OH:6])[CH2:3]1. The catalyst is CO.[Pd]. The product is [NH2:15][C:12]1[CH:13]=[CH:14][C:9]([O:8][CH2:7][C:4]2([OH:6])[CH2:5][C:2]([F:20])([F:1])[CH2:3]2)=[C:10]([O:18][CH3:19])[CH:11]=1. The yield is 1.00. (3) The reactants are [CH3:1][N:2]1[CH2:6][CH2:5][CH2:4][C@H:3]1[C:7]1[N:11]2[CH:12]=[C:13]([O:16][C@H:17]3[C:26]4[C:21](=[CH:22][CH:23]=[CH:24][CH:25]=4)[C@@H:20]([NH2:27])[CH2:19][CH2:18]3)[CH:14]=[CH:15][C:10]2=[N:9][N:8]=1.ClC(Cl)(Cl)C[O:31][C:32](=O)[NH:33][C:34]1[N:35]([C:43]2[CH:48]=[CH:47][CH:46]=[C:45]([O:49][CH2:50][CH2:51][O:52][CH:53]3[CH2:58][CH2:57][CH2:56][CH2:55][O:54]3)[CH:44]=2)[N:36]=[C:37]([C:39]([CH3:42])([CH3:41])[CH3:40])[CH:38]=1.CCN(C(C)C)C(C)C. The catalyst is O1CCOCC1. The product is [C:39]([C:37]1[CH:38]=[C:34]([NH:33][C:32]([NH:27][C@@H:20]2[C:21]3[C:26](=[CH:25][CH:24]=[CH:23][CH:22]=3)[C@H:17]([O:16][C:13]3[CH:14]=[CH:15][C:10]4[N:11]([C:7]([C@@H:3]5[CH2:4][CH2:5][CH2:6][N:2]5[CH3:1])=[N:8][N:9]=4)[CH:12]=3)[CH2:18][CH2:19]2)=[O:31])[N:35]([C:43]2[CH:48]=[CH:47][CH:46]=[C:45]([O:49][CH2:50][CH2:51][O:52][CH:53]3[CH2:58][CH2:57][CH2:56][CH2:55][O:54]3)[CH:44]=2)[N:36]=1)([CH3:42])([CH3:40])[CH3:41]. The yield is 0.760. (4) The reactants are C1(P(C2C=CC=CC=2)C2C=CC=CC=2)C=CC=CC=1.BrN1C(=O)CCC1=O.[Cl:28][C:29]1[CH:30]=[C:31]([CH:41]([CH2:45][CH:46]2[CH2:50][CH2:49][CH2:48][CH2:47]2)[C:42](O)=[O:43])[CH:32]=[CH:33][C:34]=1[N:35]1[C:39]([CH3:40])=[N:38][N:37]=[N:36]1.[NH2:51][C:52]1[S:53][CH:54]=[CH:55][N:56]=1. The catalyst is C(Cl)Cl. The product is [Cl:28][C:29]1[CH:30]=[C:31]([CH:41]([CH2:45][CH:46]2[CH2:47][CH2:48][CH2:49][CH2:50]2)[C:42]([NH:51][C:52]2[S:53][CH:54]=[CH:55][N:56]=2)=[O:43])[CH:32]=[CH:33][C:34]=1[N:35]1[C:39]([CH3:40])=[N:38][N:37]=[N:36]1. The yield is 0.420. (5) The reactants are [F:1][C:2]1[CH:7]=[CH:6][CH:5]=[C:4]([N+]([O-])=O)[C:3]=1[F:11].[Cl-].[NH4+:13]. The catalyst is CO.O.[Fe]. The product is [F:1][C:2]1[CH:7]=[CH:6][C:5]([NH2:13])=[CH:4][C:3]=1[F:11]. The yield is 0.430. (6) The reactants are [OH:1][CH2:2][C:3]1[C:8]([OH:9])=[CH:7][CH:6]=[CH:5][N:4]=1.C(=O)([O-])[O-].[K+].[K+].[CH2:16](Br)[C:17]1[CH:22]=[CH:21][CH:20]=[CH:19][CH:18]=1. The catalyst is CC(C)=O. The product is [CH2:16]([O:9][C:8]1[C:3]([CH2:2][OH:1])=[N:4][CH:5]=[CH:6][CH:7]=1)[C:17]1[CH:22]=[CH:21][CH:20]=[CH:19][CH:18]=1. The yield is 0.660.